This data is from Forward reaction prediction with 1.9M reactions from USPTO patents (1976-2016). The task is: Predict the product of the given reaction. (1) Given the reactants [CH3:1][C:2]1[C:10]([NH:11][C:12]2[C:17]([C:18]#[N:19])=[CH:16][N:15]=[C:14]3[S:20][C:21]([CH:23]=[CH2:24])=[CH:22][C:13]=23)=[CH:9][CH:8]=[C:7]2[C:3]=1[CH:4]=[CH:5][NH:6]2.C(O)(C(F)(F)F)=O.[CH2:32]([N:39]([CH2:43][Si](C)(C)C)[CH2:40]OC)[C:33]1[CH:38]=[CH:37][CH:36]=[CH:35][CH:34]=1, predict the reaction product. The product is: [CH2:32]([N:39]1[CH2:43][CH2:24][CH:23]([C:21]2[S:20][C:14]3=[N:15][CH:16]=[C:17]([C:18]#[N:19])[C:12]([NH:11][C:10]4[C:2]([CH3:1])=[C:3]5[C:7](=[CH:8][CH:9]=4)[NH:6][CH:5]=[CH:4]5)=[C:13]3[CH:22]=2)[CH2:40]1)[C:33]1[CH:38]=[CH:37][CH:36]=[CH:35][CH:34]=1. (2) Given the reactants O=[C:2]1[C:7]([C:8]([O:10][CH3:11])=[O:9])=[CH:6][CH:5]=[CH:4][O:3]1.F[C:13]1[CH:20]=[CH:19][C:16]([CH2:17][NH2:18])=[CH:15][CH:14]=1.CCN=C=NCCCN(C)C, predict the reaction product. The product is: [CH2:17]([N:18]1[CH:4]=[CH:5][CH:6]=[C:7]([C:8]([O:10][CH3:11])=[O:9])[C:2]1=[O:3])[C:16]1[CH:19]=[CH:20][CH:13]=[CH:14][CH:15]=1. (3) Given the reactants [CH2:1]([NH:3][C:4]1[CH:5]=[C:6]([CH:15]=[CH:16][C:17]=1[N+:18]([O-])=O)[CH:7]=[C:8]1[S:12][C:11](=[O:13])[NH:10][C:9]1=[O:14])[CH3:2].S(S([O-])=O)([O-])=O.[Na+].[Na+].C([O-])([O-])=O.[K+].[K+], predict the reaction product. The product is: [CH2:1]([NH:3][C:4]1[CH:5]=[C:6]([CH:15]=[CH:16][C:17]=1[NH2:18])[CH:7]=[C:8]1[S:12][C:11](=[O:13])[NH:10][C:9]1=[O:14])[CH3:2]. (4) Given the reactants [Cl:1][C:2]1[CH:10]=[CH:9][C:5]([C:6]([CH3:8])=[CH2:7])=[CH:4][CH:3]=1.[C:11]([C:15]1[CH:20]=[CH:19][C:18]([OH:21])=[CH:17][CH:16]=1)([CH3:14])([CH3:13])[CH3:12], predict the reaction product. The product is: [Cl:1][C:2]1[CH:10]=[CH:9][C:5]([C:6]([C:19]2[CH:20]=[C:15]([C:11]([CH3:13])([CH3:12])[CH3:14])[CH:16]=[CH:17][C:18]=2[OH:21])([CH3:8])[CH3:7])=[CH:4][CH:3]=1. (5) Given the reactants C1(C=O)CCCCC1.CC(=O)C=C.C([O-])(O)=O.[Na+].[CH2:19]1[C:24]2([CH2:29][CH2:28][CH2:27][CH2:26][CH2:25]2)[CH2:23][CH2:22][C:21](=O)[CH2:20]1.Cl.[OH-].[Na+].C([NH2:36])=O, predict the reaction product. The product is: [CH2:19]1[C:24]2([CH2:29][CH2:28][CH2:27][CH2:26][CH2:25]2)[CH2:23][CH2:22][CH:21]([NH2:36])[CH2:20]1. (6) Given the reactants [C:1]([NH:4][C:5]1[CH:9]=[C:8]([Cl:10])[NH:7][C:6]=1[C:11]([O:13][CH2:14][CH3:15])=[O:12])(=[O:3])[CH3:2].[Br:16][C:17]1[CH:22]=[CH:21][C:20](B(O)O)=[CH:19][CH:18]=1.N1C=CC=CC=1.O, predict the reaction product. The product is: [C:1]([NH:4][C:5]1[CH:9]=[C:8]([Cl:10])[N:7]([C:20]2[CH:21]=[CH:22][C:17]([Br:16])=[CH:18][CH:19]=2)[C:6]=1[C:11]([O:13][CH2:14][CH3:15])=[O:12])(=[O:3])[CH3:2].